Task: Predict which catalyst facilitates the given reaction.. Dataset: Catalyst prediction with 721,799 reactions and 888 catalyst types from USPTO (1) Reactant: [CH2:1]([O:3][CH2:4][CH2:5][N:6]1[C:10]2[CH:11]=[CH:12][CH:13]=[CH:14][C:9]=2[N:8]=[C:7]1[N:15]1[CH2:21][CH2:20][CH2:19][N:18]([CH2:22][CH2:23][C:24]2([C:29]3[CH:34]=[CH:33][CH:32]=[CH:31][CH:30]=3)[CH2:28][CH2:27][NH:26][CH2:25]2)[CH2:17][CH2:16]1)[CH3:2].C(N(CC)C(C)C)(C)C.[CH3:44][O:45][C:46]1[CH:54]=[CH:53][C:52]([CH2:55][N:56]2[CH:60]=[CH:59][N:58]=[N:57]2)=[CH:51][C:47]=1[C:48](Cl)=[O:49].CO.ClCCl. Product: [CH3:44][O:45][C:46]1[CH:54]=[CH:53][C:52]([CH2:55][N:56]2[CH:60]=[CH:59][N:58]=[N:57]2)=[CH:51][C:47]=1[C:48]([N:26]1[CH2:27][CH2:28][C:24]([CH2:23][CH2:22][N:18]2[CH2:19][CH2:20][CH2:21][N:15]([C:7]3[N:6]([CH2:5][CH2:4][O:3][CH2:1][CH3:2])[C:10]4[CH:11]=[CH:12][CH:13]=[CH:14][C:9]=4[N:8]=3)[CH2:16][CH2:17]2)([C:29]2[CH:34]=[CH:33][CH:32]=[CH:31][CH:30]=2)[CH2:25]1)=[O:49]. The catalyst class is: 54. (2) Reactant: [CH3:1][NH:2][C:3]1[N:12]=[C:11]([NH:13][CH2:14][C:15]2[CH:20]=[CH:19][C:18]([N+:21]([O-])=O)=[CH:17][CH:16]=2)[C:10]2[C:5](=[CH:6][C:7](C)=[CH:8][CH:9]=2)[N:4]=1.[CH3:25]O. Product: [NH2:21][C:18]1[CH:19]=[CH:20][C:15]([CH2:14][NH:13][C:11]2[C:10]3[C:5](=[C:6]([CH3:25])[CH:7]=[CH:8][CH:9]=3)[N:4]=[C:3]([NH:2][CH3:1])[N:12]=2)=[CH:16][CH:17]=1. The catalyst class is: 123.